From a dataset of Full USPTO retrosynthesis dataset with 1.9M reactions from patents (1976-2016). Predict the reactants needed to synthesize the given product. Given the product [C:9]([O:13][C:14]([N:16]1[CH2:21][CH2:20][N:19]2[C:22]([CH:25]([CH3:27])[CH3:26])=[N:23][C:24]([Cl:1])=[C:18]2[CH:17]1[CH2:28][CH2:29][C:30]1[CH:31]=[CH:32][C:33]([C:36]([F:37])([F:38])[F:39])=[CH:34][CH:35]=1)=[O:15])([CH3:11])([CH3:12])[CH3:10], predict the reactants needed to synthesize it. The reactants are: [Cl:1]N1C(=O)CCC1=O.[C:9]([O:13][C:14]([N:16]1[CH2:21][CH2:20][N:19]2[C:22]([CH:25]([CH3:27])[CH3:26])=[N:23][CH:24]=[C:18]2[CH:17]1[CH2:28][CH2:29][C:30]1[CH:35]=[CH:34][C:33]([C:36]([F:39])([F:38])[F:37])=[CH:32][CH:31]=1)=[O:15])([CH3:12])([CH3:11])[CH3:10].